From a dataset of Experimentally validated miRNA-target interactions with 360,000+ pairs, plus equal number of negative samples. Binary Classification. Given a miRNA mature sequence and a target amino acid sequence, predict their likelihood of interaction. (1) The miRNA is hsa-miR-2114-3p with sequence CGAGCCUCAAGCAAGGGACUU. The protein sequence of the target gene is MEELIVELRLFLELLDHEYLTSTVREKKAVLTNILLRLQSSKGFEVKDHAQKAEANNLPAPPQMPLPEIPQPWLPPDSGPPPLPTSSLPEGYYEEAVPLSPGKAPEYITSNYDSDAMSSSYESYDEEEEDGKGKKTRHQWPSEEASMDLVKDAKICAFLLRKKRFGQWTKLLCVIKDTKLLCYKSSKDQQPQMELPLQGCSITYIPRDSKKKKHELKITQQGTDPLVLAVQSKEQAEQWLKVIKEAYSGCSGPVDPECSPPPSTSAPVNKAELEKKLSSERPSSDGEGGVENGVTTCNGK.... Result: 0 (no interaction). (2) The miRNA is hsa-miR-1913 with sequence UCUGCCCCCUCCGCUGCUGCCA. The protein sequence of the target gene is MVMEKPSPLLVGREFVRQYYTLLNKAPEYLHRFYGRNSSYVHGGVDASGKPQEAVYGQNDIHHKVLSLNFSECHTKIRHVDAHATLSDGVVVQVMGLLSNSGQPERKFMQTFVLAPEGSVPNKFYVHNDMFRYEDEVFGDSEPELDEESEDEVEEEQEERQPSPEPVQENANSGYYEAHPVTNGIEEPLEESSHEPEPEPESETKTEELKPQVEEKNLEELEEKSTTPPPAEPVSLPQEPPKAFSWASVTSKNLPPSGTVSSSGIPPHVKAPVSQPRVEAKPEVQSQPPRVREQRPRERP.... Result: 1 (interaction). (3) The miRNA is hsa-miR-589-3p with sequence UCAGAACAAAUGCCGGUUCCCAGA. The protein sequence of the target gene is MMMDLFETGSYFFYLDGENVTLQPLEVAEGSPLYPGSDGTLSPCQDQMPPEAGSDSSGEEHVLAPPGLQPPHCPGQCLIWACKTCKRKSAPTDRRKAATLRERRRLKKINEAFEALKRRTVANPNQRLPKVEILRSAISYIERLQDLLHRLDQQEKMQELGVDPFSYRPKQENLEGADFLRTCSSQWPSVSDHSRGLVITAKEGGASIDSSASSSLRCLSSIVDSISSEERKLPCVEEVVEK. Result: 0 (no interaction).